From a dataset of Forward reaction prediction with 1.9M reactions from USPTO patents (1976-2016). Predict the product of the given reaction. Given the reactants [C:1]([NH:5][CH2:6][C:7]1[CH:16]=[CH:15][C:14]2[C:9](=[CH:10][CH:11]=[CH:12][CH:13]=2)[C:8]=1[C:17]1[N:22]=[C:21]([CH2:23][NH:24][C:25]2[C:30]([CH3:31])=[CH:29][C:28]([CH3:32])=[CH:27][C:26]=2[CH3:33])[CH:20]=[CH:19][CH:18]=1)([CH3:4])([CH3:3])[CH3:2].C1COCC1.[Li][C:40]1[CH:41]=[CH:42][CH:43]=[CH:44][CH:45]=1.O, predict the reaction product. The product is: [C:1]([NH:5][CH2:6][C:7]1[CH:16]=[CH:15][C:14]2[C:9](=[CH:10][CH:11]=[CH:12][CH:13]=2)[C:8]=1[C:17]1[N:22]=[C:21]([CH:23]([C:40]2[CH:41]=[CH:42][CH:43]=[CH:44][CH:45]=2)[NH:24][C:25]2[C:30]([CH3:31])=[CH:29][C:28]([CH3:32])=[CH:27][C:26]=2[CH3:33])[CH:20]=[CH:19][CH:18]=1)([CH3:4])([CH3:3])[CH3:2].